The task is: Predict the reactants needed to synthesize the given product.. This data is from Full USPTO retrosynthesis dataset with 1.9M reactions from patents (1976-2016). (1) Given the product [NH2:29][C:28]1[CH:30]=[CH:31][C:25]([CH2:24][NH:23][C:2]2[C:3]3[C:10]([C:11]4[CH:16]=[CH:15][CH:14]=[CH:13][CH:12]=4)=[C:9]([C:17]4[CH:22]=[CH:21][CH:20]=[CH:19][CH:18]=4)[O:8][C:4]=3[N:5]=[CH:6][N:7]=2)=[CH:26][CH:27]=1, predict the reactants needed to synthesize it. The reactants are: Cl[C:2]1[C:3]2[C:10]([C:11]3[CH:16]=[CH:15][CH:14]=[CH:13][CH:12]=3)=[C:9]([C:17]3[CH:22]=[CH:21][CH:20]=[CH:19][CH:18]=3)[O:8][C:4]=2[N:5]=[CH:6][N:7]=1.[NH2:23][CH2:24][C:25]1[CH:31]=[CH:30][C:28]([NH2:29])=[CH:27][CH:26]=1. (2) Given the product [ClH:1].[Cl:1][C:2]1[N:6]([CH3:7])[C:5]([CH2:8][N:9]2[C:17]3[C:12](=[CH:13][CH:14]=[CH:15][CH:16]=3)[C:11]3([C:29]4[C:20](=[CH:21][C:22]5[O:27][CH2:26][CH2:25][O:24][C:23]=5[CH:28]=4)[O:19][CH2:18]3)[C:10]2=[O:30])=[N:4][CH:3]=1, predict the reactants needed to synthesize it. The reactants are: [Cl:1][C:2]1[N:6]([CH3:7])[C:5]([CH2:8][N:9]2[C:17]3[C:12](=[CH:13][CH:14]=[CH:15][CH:16]=3)[C:11]3([C:29]4[C:20](=[CH:21][C:22]5[O:27][CH2:26][CH2:25][O:24][C:23]=5[CH:28]=4)[O:19][CH2:18]3)[C:10]2=[O:30])=[N:4][CH:3]=1.CN1C2C=C3C4(C5C(=CC=CC=5)N(CC5OC(C(F)(F)F)=CC=5)C4=O)COC3=CC=2OCC1. (3) Given the product [NH2:1][C:2]1[CH:6]=[C:5]([C:7]([CH3:9])([CH3:8])[CH3:10])[Se:4][C:3]=1[C:11]([NH2:12])=[O:15], predict the reactants needed to synthesize it. The reactants are: [NH2:1][C:2]1[CH:6]=[C:5]([C:7]([CH3:10])([CH3:9])[CH3:8])[Se:4][C:3]=1[C:11]#[N:12].C([OH:15])C.